Dataset: Catalyst prediction with 721,799 reactions and 888 catalyst types from USPTO. Task: Predict which catalyst facilitates the given reaction. (1) Reactant: [Cl:1][C:2]1[C:11]2[C:6](=[CH:7][C:8]([O:14][CH3:15])=[CH:9][C:10]=2[O:12][CH3:13])[N:5]=[CH:4][N:3]=1.[NH2:16][C:17]1[CH:18]=[C:19]([S:29]([NH:32][CH3:33])(=[O:31])=[O:30])[CH:20]=[CH:21][C:22]=1[O:23][CH2:24][C:25]([F:28])([F:27])[F:26]. Product: [ClH:1].[CH3:13][O:12][C:10]1[CH:9]=[C:8]([O:14][CH3:15])[CH:7]=[C:6]2[C:11]=1[C:2]([NH:16][C:17]1[CH:18]=[C:19]([S:29]([NH:32][CH3:33])(=[O:30])=[O:31])[CH:20]=[CH:21][C:22]=1[O:23][CH2:24][C:25]([F:27])([F:26])[F:28])=[N:3][CH:4]=[N:5]2. The catalyst class is: 41. (2) Reactant: [NH2:1][CH:2]([CH:6]1[CH2:11][CH2:10][C:9]([F:13])([F:12])[CH2:8][CH2:7]1)[C:3]([OH:5])=[O:4].[Cl:14][C:15]1[S:19][C:18]([S:20](Cl)(=[O:22])=[O:21])=[CH:17][CH:16]=1. Product: [Cl:14][C:15]1[S:19][C:18]([S:20]([NH:1][CH:2]([CH:6]2[CH2:11][CH2:10][C:9]([F:12])([F:13])[CH2:8][CH2:7]2)[C:3]([OH:5])=[O:4])(=[O:22])=[O:21])=[CH:17][CH:16]=1. The catalyst class is: 821. (3) Reactant: Br[CH2:2][C:3]([C:5]1[CH:10]=[CH:9][C:8]([OH:11])=[CH:7][CH:6]=1)=O.[NH2:12][C:13]1[CH:18]=[CH:17][C:16]([N+:19]([O-:21])=[O:20])=[CH:15][N:14]=1. Product: [OH:11][C:8]1[CH:9]=[CH:10][C:5]([C:3]2[N:12]=[C:13]3[CH:18]=[CH:17][C:16]([N+:19]([O-:21])=[O:20])=[CH:15][N:14]3[CH:2]=2)=[CH:6][CH:7]=1. The catalyst class is: 10. (4) Reactant: [CH2:1]([C:5]1[N:6]=[C:7]([CH3:27])[NH:8][C:9](=[O:26])[C:10]=1[CH2:11][C:12]1[CH:17]=[CH:16][C:15]([C:18]2[C:19]([C:24]#[N:25])=[CH:20][CH:21]=[CH:22][CH:23]=2)=[CH:14][CH:13]=1)[CH2:2][CH2:3][CH3:4].N(C(N1CCCCC1)=O)=NC(N1CCCCC1)=O.C(P(CCCC)CCCC)CCC.[S:59]1[C:63]2[CH:64]=[CH:65][CH:66]=[CH:67][C:62]=2[CH:61]=[C:60]1[CH2:68]O. The catalyst class is: 362. Product: [S:59]1[C:63]2[CH:64]=[CH:65][CH:66]=[CH:67][C:62]=2[CH:61]=[C:60]1[CH2:68][N:8]1[C:9](=[O:26])[C:10]([CH2:11][C:12]2[CH:17]=[CH:16][C:15]([C:18]3[C:19]([C:24]#[N:25])=[CH:20][CH:21]=[CH:22][CH:23]=3)=[CH:14][CH:13]=2)=[C:5]([CH2:1][CH2:2][CH2:3][CH3:4])[N:6]=[C:7]1[CH3:27]. (5) Reactant: [Cl:1][C:2]1[CH:3]=[C:4]([N:13]([CH2:20][CH3:21])[C@H:14]2[C@H:18]([OH:19])[CH2:17][O:16][CH2:15]2)[C:5]([CH3:12])=[C:6]([CH:11]=1)[C:7]([O:9][CH3:10])=[O:8].[H-].[Na+].[CH3:24]I. Product: [Cl:1][C:2]1[CH:3]=[C:4]([N:13]([CH2:20][CH3:21])[C@H:14]2[C@H:18]([O:19][CH3:24])[CH2:17][O:16][CH2:15]2)[C:5]([CH3:12])=[C:6]([CH:11]=1)[C:7]([O:9][CH3:10])=[O:8]. The catalyst class is: 3. (6) Reactant: [F:1][C:2]1[CH:7]=[C:6]([CH3:8])[C:5]([S:9][CH2:10][C:11]([F:14])([F:13])[F:12])=[CH:4][C:3]=1[N:15]1[C:19]([NH:20][CH:21]=[O:22])=[CH:18][C:17]([O:23][CH2:24][C:25]([F:34])([F:33])[C:26]([F:32])([F:31])[C:27]([F:30])([F:29])[F:28])=[N:16]1.ClC1C=CC=C(C(OO)=[O:43])C=1. Product: [F:1][C:2]1[CH:7]=[C:6]([CH3:8])[C:5]([S:9]([CH2:10][C:11]([F:14])([F:13])[F:12])=[O:43])=[CH:4][C:3]=1[N:15]1[C:19]([NH:20][CH:21]=[O:22])=[CH:18][C:17]([O:23][CH2:24][C:25]([F:34])([F:33])[C:26]([F:31])([F:32])[C:27]([F:30])([F:29])[F:28])=[N:16]1. The catalyst class is: 22.